This data is from Full USPTO retrosynthesis dataset with 1.9M reactions from patents (1976-2016). The task is: Predict the reactants needed to synthesize the given product. (1) Given the product [CH2:1]([O:4][CH2:5][CH2:6][CH2:7][O:8][C:9]1[CH:10]=[CH:11][C:12]([S:16]([Cl:15])(=[O:18])=[O:17])=[CH:13][CH:14]=1)[CH2:2][CH3:3], predict the reactants needed to synthesize it. The reactants are: [CH2:1]([O:4][CH2:5][CH2:6][CH2:7][O:8][C:9]1[CH:14]=[CH:13][CH:12]=[CH:11][CH:10]=1)[CH2:2][CH3:3].[Cl:15][S:16](O)(=[O:18])=[O:17].O. (2) Given the product [CH2:32]([O:31][C:26](=[O:30])[CH2:27][CH:28]1[S:14][C:12]([C:9]2[NH:10][C:11]3[C:7]([CH:8]=2)=[CH:6][C:5]([O:15][C:16]2[CH:17]=[N:18][C:19]([S:22]([CH3:25])(=[O:24])=[O:23])=[CH:20][CH:21]=2)=[CH:4][C:3]=3[CH2:1][CH3:2])=[N:13][CH2:29]1)[CH3:33], predict the reactants needed to synthesize it. The reactants are: [CH2:1]([C:3]1[CH:4]=[C:5]([O:15][C:16]2[CH:17]=[N:18][C:19]([S:22]([CH3:25])(=[O:24])=[O:23])=[CH:20][CH:21]=2)[CH:6]=[C:7]2[C:11]=1[NH:10][C:9]([C:12](=[S:14])[NH2:13])=[CH:8]2)[CH3:2].[C:26]([O:31][CH2:32][CH3:33])(=[O:30])[C:27]#[C:28][CH3:29].O1CCCC1.C(P(CCCC)CCCC)CCC. (3) Given the product [F:18][C:19]1[CH:20]=[C:21](/[CH:25]=[CH:26]/[C:2]2[C:10]3[NH:9][C:8]4[CH:11]5[CH2:17][CH2:16][N:14]([CH2:15][C:7]=4[C:6]=3[CH:5]=[CH:4][CH:3]=2)[CH2:13][CH2:12]5)[CH:22]=[CH:23][CH:24]=1, predict the reactants needed to synthesize it. The reactants are: Br[C:2]1[C:10]2[NH:9][C:8]3[CH:11]4[CH2:17][CH2:16][N:14]([CH2:15][C:7]=3[C:6]=2[CH:5]=[CH:4][CH:3]=1)[CH2:13][CH2:12]4.[F:18][C:19]1[CH:20]=[C:21](/[CH:25]=[CH:26]/B(O)O)[CH:22]=[CH:23][CH:24]=1.